From a dataset of NCI-60 drug combinations with 297,098 pairs across 59 cell lines. Regression. Given two drug SMILES strings and cell line genomic features, predict the synergy score measuring deviation from expected non-interaction effect. Drug 1: CCC1(CC2CC(C3=C(CCN(C2)C1)C4=CC=CC=C4N3)(C5=C(C=C6C(=C5)C78CCN9C7C(C=CC9)(C(C(C8N6C=O)(C(=O)OC)O)OC(=O)C)CC)OC)C(=O)OC)O.OS(=O)(=O)O. Drug 2: C1=CN(C=N1)CC(O)(P(=O)(O)O)P(=O)(O)O. Cell line: RXF 393. Synergy scores: CSS=3.53, Synergy_ZIP=-3.56, Synergy_Bliss=-3.92, Synergy_Loewe=-1.37, Synergy_HSA=-1.52.